This data is from Peptide-MHC class I binding affinity with 185,985 pairs from IEDB/IMGT. The task is: Regression. Given a peptide amino acid sequence and an MHC pseudo amino acid sequence, predict their binding affinity value. This is MHC class I binding data. The peptide sequence is KVINLSELL. The MHC is HLA-A23:01 with pseudo-sequence HLA-A23:01. The binding affinity (normalized) is 0.440.